This data is from Choline transporter screen with 302,306 compounds. The task is: Binary Classification. Given a drug SMILES string, predict its activity (active/inactive) in a high-throughput screening assay against a specified biological target. (1) The molecule is Fc1ccc(C(OC(CN2CCCC2)C)=O)cc1. The result is 0 (inactive). (2) The drug is s1c(N)c(c(c2occc2)c1)C(OCC)=O. The result is 0 (inactive). (3) The molecule is O(c1cc([N+]([O-])=O)c(NC(=O)/C=C\C(O)=O)cc1)C. The result is 0 (inactive). (4) The drug is O(CC(=O)Nc1cc(ccc1)C(OCC)=O)c1ccc([N+]([O-])=O)cc1. The result is 0 (inactive). (5) The compound is Fc1ccc(C(=O)Nc2c(oc3c2cccc3)C(=O)N2CCC(N3CCCCC3)CC2)cc1. The result is 1 (active). (6) The molecule is S1\C(=C\N2CC(CCC2)C(OCC)=O)C(=O)N(C1=S)CC. The result is 0 (inactive).